From a dataset of Retrosynthesis with 50K atom-mapped reactions and 10 reaction types from USPTO. Predict the reactants needed to synthesize the given product. (1) Given the product COc1cc(CN2CCOCC2)ccc1Nc1nc2c(N[C@H]3[C@@H](C(N)=O)[C@@H]4C=C[C@H]3C4)c(Cl)cnc2[nH]1, predict the reactants needed to synthesize it. The reactants are: COc1cc(CN2CCOCC2)ccc1N=C=S.NC(=O)[C@H]1[C@@H]2C=C[C@@H](C2)[C@H]1Nc1c(Cl)cnc(N)c1N. (2) The reactants are: CC(C)COc1ccc(S(C)(=O)=O)cc1C(=O)O.CCS(=O)(=O)c1ccc2oc(N3CCNCC3)nc2c1. Given the product CCS(=O)(=O)c1ccc2oc(N3CCN(C(=O)c4cc(S(C)(=O)=O)ccc4OCC(C)C)CC3)nc2c1, predict the reactants needed to synthesize it. (3) Given the product CCC1CCN(CCN)CC1, predict the reactants needed to synthesize it. The reactants are: CCC1CCN(CC#N)CC1. (4) Given the product Cc1[nH]c2ccccc2c1C(C)c1cccnc1, predict the reactants needed to synthesize it. The reactants are: C=C(c1cccnc1)c1c(C)[nH]c2ccccc12.